This data is from Full USPTO retrosynthesis dataset with 1.9M reactions from patents (1976-2016). The task is: Predict the reactants needed to synthesize the given product. (1) Given the product [O:1]1[CH:5]=[CH:4][CH:3]=[C:2]1[C:6]1[CH:11]=[CH:10][C:9]([C:12]([CH3:17])([CH3:16])[C:13]([NH2:19])=[O:14])=[CH:8][CH:7]=1, predict the reactants needed to synthesize it. The reactants are: [O:1]1[CH:5]=[CH:4][CH:3]=[C:2]1[C:6]1[CH:11]=[CH:10][C:9]([C:12]([CH3:17])([CH3:16])[C:13](O)=[O:14])=[CH:8][CH:7]=1.C[N:19](C=O)C.C(Cl)(=O)C(Cl)=O. (2) Given the product [F:35][C:34]1[CH:33]=[C:25]([CH2:26][N:27]2[CH2:28][CH2:29][O:30][CH2:31][CH2:32]2)[C:24]([F:36])=[CH:23][C:22]=1[NH:8][C:5]1[N:4]=[C:3]([C:9]2[N:13]([CH:14]3[CH2:19][CH2:18][O:17][CH2:16][CH2:15]3)[C:12]([CH3:20])=[N:11][CH:10]=2)[C:2]([F:1])=[CH:7][N:6]=1, predict the reactants needed to synthesize it. The reactants are: [F:1][C:2]1[C:3]([C:9]2[N:13]([CH:14]3[CH2:19][CH2:18][O:17][CH2:16][CH2:15]3)[C:12]([CH3:20])=[N:11][CH:10]=2)=[N:4][C:5]([NH2:8])=[N:6][CH:7]=1.Br[C:22]1[C:34]([F:35])=[CH:33][C:25]([CH2:26][N:27]2[CH2:32][CH2:31][O:30][CH2:29][CH2:28]2)=[C:24]([F:36])[CH:23]=1.CCC([O-])(C)C.[Na+]. (3) Given the product [Cl:30][C:25]1[CH:26]=[CH:27][CH:28]=[CH:29][C:24]=1[C:23]([NH:22][CH:19]1[C:20]2[C:16](=[CH:15][CH:14]=[C:13]([C:11]([N:2]3[CH2:1][C:5]4([CH2:10][CH2:9][N:8]([C:42]5[CH:47]=[CH:46][N+:45]([O-:50])=[CH:44][CH:43]=5)[CH2:7][CH2:6]4)[CH2:4][CH2:3]3)=[O:12])[CH:21]=2)[CH2:17][CH2:18]1)=[O:31], predict the reactants needed to synthesize it. The reactants are: [CH2:1]1[C:5]2([CH2:10][CH2:9][NH:8][CH2:7][CH2:6]2)[CH2:4][CH2:3][N:2]1[C:11]([C:13]1[CH:21]=[C:20]2[C:16]([CH2:17][CH2:18][CH:19]2[NH:22][C:23](=[O:31])[C:24]2[CH:29]=[CH:28][CH:27]=[CH:26][C:25]=2[Cl:30])=[CH:15][CH:14]=1)=[O:12].CCN(C(C)C)C(C)C.Cl[C:42]1[CH:47]=[CH:46][N:45]=[CH:44][CH:43]=1.CC[OH:50]. (4) The reactants are: [C:1]([O:5][C:6]([N:8]1[CH2:12][C@H:11]([CH2:13][N:14]([C:18](=[O:31])[C:19]2[CH:24]=[CH:23][C:22]([O:25][CH3:26])=[C:21]([O:27][CH2:28][CH2:29][OH:30])[CH:20]=2)[CH:15]([CH3:17])[CH3:16])[C@@H:10]([CH2:32][C:33]2[CH:38]=[CH:37][CH:36]=[CH:35][CH:34]=2)[CH2:9]1)=[O:7])([CH3:4])([CH3:3])[CH3:2].[H-].[Na+].[CH3:41]I. Given the product [C:1]([O:5][C:6]([N:8]1[CH2:12][C@H:11]([CH2:13][N:14]([CH:15]([CH3:16])[CH3:17])[C:18](=[O:31])[C:19]2[CH:24]=[CH:23][C:22]([O:25][CH3:26])=[C:21]([O:27][CH2:28][CH2:29][O:30][CH3:41])[CH:20]=2)[C@@H:10]([CH2:32][C:33]2[CH:38]=[CH:37][CH:36]=[CH:35][CH:34]=2)[CH2:9]1)=[O:7])([CH3:3])([CH3:4])[CH3:2], predict the reactants needed to synthesize it. (5) Given the product [Si:1]([O:8][CH2:9][C:10]1[CH:15]=[C:14]([CH2:16][CH3:17])[N:13]=[C:12]([NH:18][C:20]2[S:21][C:22]([C:25]#[N:26])=[CH:23][N:24]=2)[CH:11]=1)([C:4]([CH3:7])([CH3:6])[CH3:5])([CH3:3])[CH3:2], predict the reactants needed to synthesize it. The reactants are: [Si:1]([O:8][CH2:9][C:10]1[CH:15]=[C:14]([CH2:16][CH3:17])[N:13]=[C:12]([NH2:18])[CH:11]=1)([C:4]([CH3:7])([CH3:6])[CH3:5])([CH3:3])[CH3:2].Cl[C:20]1[S:21][C:22]([C:25]#[N:26])=[CH:23][N:24]=1.[H-].[Na+].O. (6) Given the product [CH3:29][O:28][C:23]1[C:24]([O:26][CH3:27])=[CH:25][C:19]2[S:18][C:17](/[CH:16]=[CH:15]/[CH:14]=[CH:13]/[C:10]3[CH:9]=[CH:8][C:7]([NH:30][CH2:31][CH2:32][CH2:33][OH:34])=[N:12][CH:11]=3)=[N:21][C:20]=2[CH:22]=1, predict the reactants needed to synthesize it. The reactants are: CN(C=O)C.Br[C:7]1[N:12]=[CH:11][C:10](/[CH:13]=[CH:14]/[CH:15]=[CH:16]/[C:17]2[S:18][C:19]3[CH:25]=[C:24]([O:26][CH3:27])[C:23]([O:28][CH3:29])=[CH:22][C:20]=3[N:21]=2)=[CH:9][CH:8]=1.[NH2:30][CH2:31][CH2:32][CH2:33][OH:34].C(N(CC)CC)C. (7) Given the product [CH3:55][S:56]([N:27]1[CH2:28][CH2:29][N:24]([CH2:23][CH2:22][C:18]2[CH:17]=[C:16]([N:13]3[C:11]4[N:12]=[C:7]([N:1]5[CH2:2][CH2:3][O:4][CH2:5][CH2:6]5)[N:8]=[C:9]([C:30]5[CH:31]=[N:32][C:33]([N:36]([CH2:37][C:38]6[CH:43]=[CH:42][C:41]([O:44][CH3:45])=[CH:40][CH:39]=6)[CH2:46][C:47]6[CH:48]=[CH:49][C:50]([O:53][CH3:54])=[CH:51][CH:52]=6)=[N:34][CH:35]=5)[C:10]=4[CH2:15][CH2:14]3)[CH:21]=[CH:20][CH:19]=2)[CH2:25][CH2:26]1)(=[O:58])=[O:57], predict the reactants needed to synthesize it. The reactants are: [N:1]1([C:7]2[N:8]=[C:9]([C:30]3[CH:31]=[N:32][C:33]([N:36]([CH2:46][C:47]4[CH:52]=[CH:51][C:50]([O:53][CH3:54])=[CH:49][CH:48]=4)[CH2:37][C:38]4[CH:43]=[CH:42][C:41]([O:44][CH3:45])=[CH:40][CH:39]=4)=[N:34][CH:35]=3)[C:10]3[CH2:15][CH2:14][N:13]([C:16]4[CH:21]=[CH:20][CH:19]=[C:18]([CH2:22][CH2:23][N:24]5[CH2:29][CH2:28][NH:27][CH2:26][CH2:25]5)[CH:17]=4)[C:11]=3[N:12]=2)[CH2:6][CH2:5][O:4][CH2:3][CH2:2]1.[CH3:55][S:56](Cl)(=[O:58])=[O:57]. (8) Given the product [F:61][C:32]1([F:31])[CH2:37][CH2:36][N:35]([C:38]([NH:40][C:41]2[CH:46]=[CH:45][C:44]([C:47]3[S:51][C:50]([CH2:52][CH2:53][C:54]([CH3:59])([CH3:60])[C:55]([OH:57])=[O:56])=[N:49][CH:48]=3)=[CH:43][CH:42]=2)=[O:39])[CH2:34][CH2:33]1, predict the reactants needed to synthesize it. The reactants are: FC(F)(F)C1C=C(NC(=O)NC2C=CC(C3SC(CCC(O)=O)=NC=3)=CC=2)C=CC=1.[F:31][C:32]1([F:61])[CH2:37][CH2:36][N:35]([C:38]([NH:40][C:41]2[CH:46]=[CH:45][C:44]([C:47]3[S:51][C:50]([CH2:52][CH2:53][C:54]([CH3:60])([CH3:59])[C:55]([O:57]C)=[O:56])=[N:49][CH:48]=3)=[CH:43][CH:42]=2)=[O:39])[CH2:34][CH2:33]1.